Task: Predict the reactants needed to synthesize the given product.. Dataset: Full USPTO retrosynthesis dataset with 1.9M reactions from patents (1976-2016) (1) Given the product [Cl:1][C:2]1[S:3][C:4]([C:15](=[O:17])[CH3:16])=[CH:5][N:6]=1, predict the reactants needed to synthesize it. The reactants are: [Cl:1][C:2]1[S:3][CH:4]=[CH:5][N:6]=1.[Li]CCCC.CON(C)[C:15](=[O:17])[CH3:16]. (2) Given the product [CH2:1]([O:8][C:9]1[CH:10]=[C:11]([CH:14]=[CH:15][C:16]=1[O:17][CH2:18][C:19]1[CH:24]=[CH:23][CH:22]=[CH:21][CH:20]=1)[CH2:12][OH:13])[C:2]1[CH:3]=[CH:4][CH:5]=[CH:6][CH:7]=1, predict the reactants needed to synthesize it. The reactants are: [CH2:1]([O:8][C:9]1[CH:10]=[C:11]([CH:14]=[CH:15][C:16]=1[O:17][CH2:18][C:19]1[CH:24]=[CH:23][CH:22]=[CH:21][CH:20]=1)[CH:12]=[O:13])[C:2]1[CH:7]=[CH:6][CH:5]=[CH:4][CH:3]=1.[BH4-].[Na+]. (3) Given the product [C:1]12([C:11]3[CH:12]=[C:13]([C:18]4[CH:19]=[C:20]([CH:23]=[CH:24][CH:25]=4)[CH:21]=[C:32]4[S:26][C:27]([N:33]5[CH2:38][CH2:37][CH2:36][CH2:35][CH2:34]5)=[N:29][C:30]4=[O:31])[CH:14]=[CH:15][C:16]=3[OH:17])[CH2:10][CH:5]3[CH2:4][CH:3]([CH2:9][CH:7]([CH2:6]3)[CH2:8]1)[CH2:2]2, predict the reactants needed to synthesize it. The reactants are: [C:1]12([C:11]3[CH:12]=[C:13]([C:18]4[CH:19]=[C:20]([CH:23]=[CH:24][CH:25]=4)[CH:21]=O)[CH:14]=[CH:15][C:16]=3[OH:17])[CH2:10][CH:5]3[CH2:6][CH:7]([CH2:9][CH:3]([CH2:4]3)[CH2:2]1)[CH2:8]2.[S:26]1[CH2:32][C:30](=[O:31])[NH:29][C:27]1=S.[NH:33]1[CH2:38][CH2:37][CH2:36][CH2:35][CH2:34]1. (4) Given the product [CH3:26][C:27]1([CH3:36])[CH2:32][CH2:31][C:30]([C:2]2[CH:7]=[C:6]([CH2:8][CH2:9][S:10]([N:13]3[CH2:18][CH2:17][O:16][CH2:15][CH2:14]3)(=[O:12])=[O:11])[CH:5]=[CH:4][C:3]=2[NH2:19])=[CH:29][CH2:28]1, predict the reactants needed to synthesize it. The reactants are: Br[C:2]1[CH:7]=[C:6]([CH2:8][CH2:9][S:10]([N:13]2[CH2:18][CH2:17][O:16][CH2:15][CH2:14]2)(=[O:12])=[O:11])[CH:5]=[CH:4][C:3]=1[NH2:19].C([O-])([O-])=O.[Na+].[Na+].[CH3:26][C:27]1([CH3:36])[CH2:32][CH2:31][C:30](B(O)O)=[CH:29][CH2:28]1. (5) Given the product [C:6]1(=[O:15])[C:7]2[C:12](=[CH:11][CH:10]=[CH:9][CH:8]=2)[C:13](=[O:14])[NH:5]1, predict the reactants needed to synthesize it. The reactants are: CNCC[N:5]1[C:13](=[O:14])[C:12]2[C:7](=[CH:8][CH:9]=[CH:10][CH:11]=2)[C:6]1=[O:15].C(=O)C1C=CC=NC=1.[Na].C(O)(=O)C. (6) Given the product [C:2]([C:6]1[CH:11]=[CH:10][C:9](/[C:12](/[C:31]2[NH:32][C:33](=[O:39])[C:34]([S:37][CH3:38])=[CH:35][CH:36]=2)=[CH:13]\[C@H:14]2[CH2:15][CH2:16][C:17](=[O:30])[NH:18]2)=[CH:8][CH:7]=1)([CH3:5])([CH3:3])[CH3:4], predict the reactants needed to synthesize it. The reactants are: Br.[C:2]([C:6]1[CH:11]=[CH:10][C:9](/[C:12](/[C:31]2[CH:36]=[CH:35][C:34]([S:37][CH3:38])=[C:33]([O:39]C)[N:32]=2)=[CH:13]\[C@@H:14]2[N:18](CC3C=CC(OC)=CC=3OC)[C:17](=[O:30])[CH2:16][CH2:15]2)=[CH:8][CH:7]=1)([CH3:5])([CH3:4])[CH3:3].O.